Task: Predict the reaction yield, written as a fraction of the theoretical maximum amount of product (1.0 means a 100% yield; for example, 0.34 means a 34% yield).. Dataset: Reaction yield outcomes from USPTO patents with 853,638 reactions (1) The reactants are [C:1]1([C:7]2[C:11]([C:12]([O:14][CH3:15])=[O:13])=[C:10]([C:16]([O:18]C)=[O:17])[O:9][N:8]=2)[CH:6]=[CH:5][CH:4]=[CH:3][CH:2]=1.O.[Li+].[OH-]. The yield is 0.970. The catalyst is CO. The product is [CH3:15][O:14][C:12]([C:11]1[C:7]([C:1]2[CH:6]=[CH:5][CH:4]=[CH:3][CH:2]=2)=[N:8][O:9][C:10]=1[C:16]([OH:18])=[O:17])=[O:13]. (2) The reactants are [Br:1][C:2]1[CH:7]=[C:6]([O:8][CH3:9])[CH:5]=[CH:4][C:3]=1[C:10](=[O:12])[CH3:11].[CH3:13][Mg+].[Br-].[Cl-].[NH4+]. The catalyst is C1COCC1. The product is [Br:1][C:2]1[CH:7]=[C:6]([O:8][CH3:9])[CH:5]=[CH:4][C:3]=1[C:10]([OH:12])([CH3:13])[CH3:11]. The yield is 0.690.